Dataset: NCI-60 drug combinations with 297,098 pairs across 59 cell lines. Task: Regression. Given two drug SMILES strings and cell line genomic features, predict the synergy score measuring deviation from expected non-interaction effect. (1) Drug 1: CN1CCC(CC1)COC2=C(C=C3C(=C2)N=CN=C3NC4=C(C=C(C=C4)Br)F)OC. Drug 2: CC(C)NC(=O)C1=CC=C(C=C1)CNNC.Cl. Cell line: RPMI-8226. Synergy scores: CSS=-0.0910, Synergy_ZIP=6.68, Synergy_Bliss=13.2, Synergy_Loewe=-5.80, Synergy_HSA=-1.05. (2) Drug 1: CC1C(C(CC(O1)OC2CC(CC3=C2C(=C4C(=C3O)C(=O)C5=C(C4=O)C(=CC=C5)OC)O)(C(=O)C)O)N)O.Cl. Drug 2: CC1=C(C=C(C=C1)NC(=O)C2=CC=C(C=C2)CN3CCN(CC3)C)NC4=NC=CC(=N4)C5=CN=CC=C5. Cell line: OVCAR3. Synergy scores: CSS=10.4, Synergy_ZIP=-5.48, Synergy_Bliss=-1.20, Synergy_Loewe=-22.2, Synergy_HSA=-3.02. (3) Drug 1: CNC(=O)C1=NC=CC(=C1)OC2=CC=C(C=C2)NC(=O)NC3=CC(=C(C=C3)Cl)C(F)(F)F. Drug 2: CN(C(=O)NC(C=O)C(C(C(CO)O)O)O)N=O. Cell line: NCIH23. Synergy scores: CSS=3.58, Synergy_ZIP=0.494, Synergy_Bliss=5.59, Synergy_Loewe=0.895, Synergy_HSA=3.30. (4) Drug 1: CC1CCC2CC(C(=CC=CC=CC(CC(C(=O)C(C(C(=CC(C(=O)CC(OC(=O)C3CCCCN3C(=O)C(=O)C1(O2)O)C(C)CC4CCC(C(C4)OC)O)C)C)O)OC)C)C)C)OC. Cell line: LOX IMVI. Drug 2: CC=C1C(=O)NC(C(=O)OC2CC(=O)NC(C(=O)NC(CSSCCC=C2)C(=O)N1)C(C)C)C(C)C. Synergy scores: CSS=38.5, Synergy_ZIP=-3.36, Synergy_Bliss=-6.30, Synergy_Loewe=-45.1, Synergy_HSA=-3.12. (5) Drug 1: CC1=C(C(CCC1)(C)C)C=CC(=CC=CC(=CC(=O)O)C)C. Drug 2: C1=CC=C(C=C1)NC(=O)CCCCCCC(=O)NO. Cell line: SN12C. Synergy scores: CSS=8.58, Synergy_ZIP=-4.04, Synergy_Bliss=3.46, Synergy_Loewe=-1.31, Synergy_HSA=1.84. (6) Drug 1: CC1=C(C=C(C=C1)NC(=O)C2=CC=C(C=C2)CN3CCN(CC3)C)NC4=NC=CC(=N4)C5=CN=CC=C5. Drug 2: C1=CC=C(C(=C1)C(C2=CC=C(C=C2)Cl)C(Cl)Cl)Cl. Cell line: HL-60(TB). Synergy scores: CSS=27.1, Synergy_ZIP=6.50, Synergy_Bliss=4.80, Synergy_Loewe=15.9, Synergy_HSA=5.68. (7) Synergy scores: CSS=11.7, Synergy_ZIP=-1.99, Synergy_Bliss=-5.45, Synergy_Loewe=-4.68, Synergy_HSA=-5.02. Drug 1: CC12CCC3C(C1CCC2=O)CC(=C)C4=CC(=O)C=CC34C. Drug 2: B(C(CC(C)C)NC(=O)C(CC1=CC=CC=C1)NC(=O)C2=NC=CN=C2)(O)O. Cell line: IGROV1. (8) Drug 1: C1=CC(=CC=C1CC(C(=O)O)N)N(CCCl)CCCl.Cl. Drug 2: COCCOC1=C(C=C2C(=C1)C(=NC=N2)NC3=CC=CC(=C3)C#C)OCCOC.Cl. Cell line: NCI-H460. Synergy scores: CSS=25.9, Synergy_ZIP=2.52, Synergy_Bliss=5.17, Synergy_Loewe=-7.61, Synergy_HSA=4.09.